This data is from Reaction yield outcomes from USPTO patents with 853,638 reactions. The task is: Predict the reaction yield, written as a fraction of the theoretical maximum amount of product (1.0 means a 100% yield; for example, 0.34 means a 34% yield). (1) The reactants are [Cl:1][C:2]1[CH:3]=[C:4]([C:24]#[C:25][CH2:26][N:27]2[CH2:32][CH2:31][N:30]([CH3:33])[CH2:29][CH2:28]2)[CH:5]=[C:6]2[C:10]=1[C:9](=[O:11])[N:8]([CH2:12][C:13]1[CH:18]=[CH:17][C:16]([O:19][C:20]([F:23])([F:22])[F:21])=[CH:15][CH:14]=1)[CH2:7]2.[H][H].C(Cl)(Cl)Cl.CO. The catalyst is C(O)C.[C].[Pd]. The product is [Cl:1][C:2]1[CH:3]=[C:4]([CH2:24][CH2:25][CH2:26][N:27]2[CH2:32][CH2:31][N:30]([CH3:33])[CH2:29][CH2:28]2)[CH:5]=[C:6]2[C:10]=1[C:9](=[O:11])[N:8]([CH2:12][C:13]1[CH:14]=[CH:15][C:16]([O:19][C:20]([F:23])([F:22])[F:21])=[CH:17][CH:18]=1)[CH2:7]2. The yield is 0.630. (2) The reactants are CC1C=CC(S(N[C@H:12]([C:23]([NH:25][CH2:26][CH2:27][CH2:28][CH2:29][C@H:30]([N:34]([S:39]([C:42]2[CH:47]=[CH:46][C:45]([CH3:48])=[CH:44][CH:43]=2)(=[O:41])=[O:40])[CH2:35][CH:36]([CH3:38])[CH3:37])[C:31]([OH:33])=[O:32])=S)[CH2:13][C:14]2[C:22]3[C:17](=[CH:18][CH:19]=[CH:20][CH:21]=3)[NH:16][CH:15]=2)(=O)=O)=CC=1.[N:49]#[C:50][NH2:51].[NH4+:52].[Cl-]. The catalyst is CO. The product is [CH3:48][C:45]1[CH:46]=[CH:47][C:42]([S:39]([NH:52][C@H:12]([C:23]([NH:49][C:50]#[N:51])=[N:25][CH2:26][CH2:27][CH2:28][CH2:29][C@H:30]([N:34]([S:39]([C:42]2[CH:43]=[CH:44][C:45]([CH3:48])=[CH:46][CH:47]=2)(=[O:40])=[O:41])[CH2:35][CH:36]([CH3:37])[CH3:38])[C:31]([OH:33])=[O:32])[CH2:13][C:14]2[C:22]3[C:17](=[CH:18][CH:19]=[CH:20][CH:21]=3)[NH:16][CH:15]=2)(=[O:41])=[O:40])=[CH:43][CH:44]=1. The yield is 0.650. (3) The reactants are [CH:1]1([C:6]2[CH:7]=[N:8][N:9]([CH2:11][CH2:12][C@@:13]([CH3:28])([S:24]([CH3:27])(=[O:26])=[O:25])[C:14]([NH:16][O:17]C3CCCCO3)=[O:15])[CH:10]=2)[CH2:5][CH2:4][CH2:3][CH2:2]1.Cl. The catalyst is O1CCOCC1.C(Cl)Cl.O. The product is [CH:1]1([C:6]2[CH:7]=[N:8][N:9]([CH2:11][CH2:12][C@@:13]([CH3:28])([S:24]([CH3:27])(=[O:25])=[O:26])[C:14]([NH:16][OH:17])=[O:15])[CH:10]=2)[CH2:5][CH2:4][CH2:3][CH2:2]1. The yield is 0.0500.